This data is from Forward reaction prediction with 1.9M reactions from USPTO patents (1976-2016). The task is: Predict the product of the given reaction. (1) The product is: [Cl:1][C:2]1[CH:6]=[C:5]([Cl:7])[N:4]([CH2:8][O:9][CH2:10][CH2:11][Si:12]([CH3:13])([CH3:14])[CH3:15])[C:3]=1[C:16]([OH:18])=[O:17]. Given the reactants [Cl:1][C:2]1[CH:6]=[C:5]([Cl:7])[N:4]([CH2:8][O:9][CH2:10][CH2:11][Si:12]([CH3:15])([CH3:14])[CH3:13])[C:3]=1[C:16]([O:18]C)=[O:17].[OH-].[K+], predict the reaction product. (2) Given the reactants Cl.[F:2][C:3]([F:39])([F:38])[C:4]1[CH:5]=[C:6]([C@H:14]([O:16][C@H:17]2[CH2:22][CH2:21][N:20]([C:23]([C@H:25]3[CH2:30][CH2:29][C@H:28]([NH2:31])[CH2:27][CH2:26]3)=[O:24])[CH2:19][C@H:18]2[C:32]2[CH:37]=[CH:36][CH:35]=[CH:34][CH:33]=2)[CH3:15])[CH:7]=[C:8]([C:10]([F:13])([F:12])[F:11])[CH:9]=1.[C:40](Cl)(=[O:44])[CH:41]([CH3:43])[CH3:42], predict the reaction product. The product is: [F:39][C:3]([F:2])([F:38])[C:4]1[CH:5]=[C:6]([C@H:14]([O:16][C@H:17]2[CH2:22][CH2:21][N:20]([C:23]([C@H:25]3[CH2:26][CH2:27][C@H:28]([NH:31][C:40](=[O:44])[CH:41]([CH3:43])[CH3:42])[CH2:29][CH2:30]3)=[O:24])[CH2:19][C@H:18]2[C:32]2[CH:33]=[CH:34][CH:35]=[CH:36][CH:37]=2)[CH3:15])[CH:7]=[C:8]([C:10]([F:12])([F:11])[F:13])[CH:9]=1. (3) Given the reactants [C:1]([O:5][C:6]([N:8]1[CH2:13][CH2:12][CH:11]([CH2:14][N:15]([CH:18]2[CH2:27][CH2:26][C:25]3[C:20](=[CH:21][C:22]([NH2:28])=[CH:23][CH:24]=3)[CH2:19]2)[CH2:16][CH3:17])[CH2:10][CH2:9]1)=[O:7])([CH3:4])([CH3:3])[CH3:2].[CH3:29][S:30]([C:33]1[CH:41]=[CH:40][C:36]([C:37](Cl)=[O:38])=[CH:35][CH:34]=1)(=[O:32])=[O:31], predict the reaction product. The product is: [C:1]([O:5][C:6]([N:8]1[CH2:13][CH2:12][CH:11]([CH2:14][N:15]([CH2:16][CH3:17])[CH:18]2[CH2:27][CH2:26][C:25]3[C:20](=[CH:21][C:22]([NH:28][C:37](=[O:38])[C:36]4[CH:35]=[CH:34][C:33]([S:30]([CH3:29])(=[O:32])=[O:31])=[CH:41][CH:40]=4)=[CH:23][CH:24]=3)[CH2:19]2)[CH2:10][CH2:9]1)=[O:7])([CH3:2])([CH3:3])[CH3:4]. (4) Given the reactants [F:1][C:2]1[CH:30]=[CH:29][C:5]([CH2:6][NH:7][C:8]([C:10]2[N:11]=[C:12]3[N:27]([CH3:28])[CH2:26][CH2:25][N:13]3[C:14](=[O:24])[C:15]=2[O:16]CC2C=CC=CC=2)=[O:9])=[CH:4][CH:3]=1.[H][H], predict the reaction product. The product is: [F:1][C:2]1[CH:3]=[CH:4][C:5]([CH2:6][NH:7][C:8]([C:10]2[N:11]=[C:12]3[N:27]([CH3:28])[CH2:26][CH2:25][N:13]3[C:14](=[O:24])[C:15]=2[OH:16])=[O:9])=[CH:29][CH:30]=1. (5) Given the reactants [CH2:1]([C:3]1[CH:8]=[CH:7][C:6]([CH2:9][C:10]([OH:12])=O)=[CH:5][CH:4]=1)[CH3:2].C(Cl)(=O)C([Cl:16])=O, predict the reaction product. The product is: [CH2:1]([C:3]1[CH:8]=[CH:7][C:6]([CH2:9][C:10]([Cl:16])=[O:12])=[CH:5][CH:4]=1)[CH3:2]. (6) Given the reactants [CH:1]([NH2:4])([CH3:3])[CH3:2].[C:5]1([C:11]2[C:19]3[C:18]([N:20]4[CH:25]5[CH2:26][CH2:27][CH:21]4[CH2:22][C:23](=O)[CH2:24]5)=[N:17][CH:16]=[N:15][C:14]=3[S:13][CH:12]=2)[CH:10]=[CH:9][CH:8]=[CH:7][CH:6]=1.C(O[BH-](OC(=O)C)OC(=O)C)(=O)C.[Na+].CO, predict the reaction product. The product is: [CH:1]([NH:4][CH:23]1[CH2:22][CH:21]2[N:20]([C:18]3[C:19]4[C:11]([C:5]5[CH:6]=[CH:7][CH:8]=[CH:9][CH:10]=5)=[CH:12][S:13][C:14]=4[N:15]=[CH:16][N:17]=3)[CH:25]([CH2:26][CH2:27]2)[CH2:24]1)([CH3:3])[CH3:2].